This data is from Forward reaction prediction with 1.9M reactions from USPTO patents (1976-2016). The task is: Predict the product of the given reaction. (1) The product is: [CH2:1]([N:4]1[C:8]2=[C:9]([N:16]3[CH2:25][CH2:24][C:23]4[C:18](=[CH:19][CH:20]=[CH:21][CH:22]=4)[CH2:17]3)[N:10]=[C:11]([C:13]([NH:66][CH2:65][C:64]3[CH:67]=[CH:68][C:61]([CH3:60])=[CH:62][CH:63]=3)=[O:15])[CH:12]=[C:7]2[C:6]([CH3:26])=[C:5]1[CH3:27])[CH:2]=[CH2:3]. Given the reactants [CH2:1]([N:4]1[C:8]2=[C:9]([N:16]3[CH2:25][CH2:24][C:23]4[C:18](=[CH:19][CH:20]=[CH:21][CH:22]=4)[CH2:17]3)[N:10]=[C:11]([C:13]([OH:15])=O)[CH:12]=[C:7]2[C:6]([CH3:26])=[C:5]1[CH3:27])[CH:2]=[CH2:3].O.ON1C2C=CC=CC=2N=N1.Cl.CN(C)CCCN=C=NCC.C(N(C(C)C)CC)(C)C.[CH3:60][C:61]1[CH:68]=[CH:67][C:64]([CH2:65][NH2:66])=[CH:63][CH:62]=1, predict the reaction product. (2) The product is: [F:33][C:34]1[CH:35]=[CH:36][C:37]([C:40]([N:42]=[C:43]=[S:44])=[O:41])=[CH:38][CH:39]=1.[CH3:11][O:12][C:13]1[CH:14]=[C:15]2[C:20](=[CH:21][C:22]=1[O:23][CH3:24])[N:19]=[CH:18][N:17]=[C:16]2[O:25][C:26]1[CH:32]=[CH:31][C:29]([NH:30][C:43]([NH:42][C:40](=[O:41])[C:37]2[CH:38]=[CH:39][C:34]([F:33])=[CH:35][CH:36]=2)=[S:44])=[CH:28][CH:27]=1. Given the reactants FC1C=CC(C(Cl)=O)=CC=1.[CH3:11][O:12][C:13]1[CH:14]=[C:15]2[C:20](=[CH:21][C:22]=1[O:23][CH3:24])[N:19]=[CH:18][N:17]=[C:16]2[O:25][C:26]1[CH:32]=[CH:31][C:29]([NH2:30])=[CH:28][CH:27]=1.[F:33][C:34]1[CH:39]=[CH:38][C:37]([C:40]([N:42]=[C:43]=[S:44])=[O:41])=[CH:36][CH:35]=1, predict the reaction product. (3) Given the reactants [CH2:1]([NH:3][CH2:4][CH2:5][C:6]1[C:15]2[CH2:14][S:13][N:12]=[C:11]([NH:16]C(=O)OC(C)(C)C)[C:10]3=[N:24][N:25]([CH2:27][C:28]4[C:33]([CH3:34])=[C:32]([O:35][CH3:36])[C:31]([CH3:37])=[CH:30][N:29]=4)[N:26]=[C:8]([C:9]=23)[CH:7]=1)[CH3:2], predict the reaction product. The product is: [CH2:1]([NH:3][CH2:4][CH2:5][C:6]1[C:15]2[CH2:14][S:13][N:12]=[C:11]([NH2:16])[C:10]3=[N:24][N:25]([CH2:27][C:28]4[C:33]([CH3:34])=[C:32]([O:35][CH3:36])[C:31]([CH3:37])=[CH:30][N:29]=4)[N:26]=[C:8]([C:9]=23)[CH:7]=1)[CH3:2].